This data is from Drug-target binding data from BindingDB using IC50 measurements. The task is: Regression. Given a target protein amino acid sequence and a drug SMILES string, predict the binding affinity score between them. We predict pIC50 (pIC50 = -log10(IC50 in M); higher means more potent). Dataset: bindingdb_ic50. (1) The pIC50 is 4.8. The small molecule is C=C(CC)C(=O)c1ccc(OCC(=O)O)c(Cl)c1Cl. The target protein (Q14376) has sequence MAEKVLVTGGAGYIGSHTVLELLEAGYLPVVIDNFHNAFRGGGSLPESLRRVQELTGRSVEFEEMDILDQGALQRLFKKYSFMAVIHFAGLKAVGESVQKPLDYYRVNLTGTIQLLEIMKAHGVKNLVFSSSATVYGNPQYLPLDEAHPTGGCTNPYGKSKFFIEEMIRDLCQADKTWNAVLLRYFNPTGAHASGCIGEDPQGIPNNLMPYVSQVAIGRREALNVFGNDYDTEDGTGVRDYIHVVDLAKGHIAALRKLKEQCGCRIYNLGTGTGYSVLQMVQAMEKASGKKIPYKVVARREGDVAACYANPSLAQEELGWTAALGLDRMCEDLWRWQKQNPSGFGTQA. (2) The small molecule is CCCCCCCCC(=O)O[C@@H]1[C@H](OC)[C@@H]([C@@H](O[C@H]2OC(C(=O)Nc3ccccc3)=C[C@H](O)[C@@H]2O)C(N)=O)O[C@H]1n1ccc(=O)[nH]c1=O. The target protein (P0A6W3) has sequence MLVWLAEHLVKYYSGFNVFSYLTFRAIVSLLTALFISLWMGPRMIAHLQKLSFGQVVRNDGPESHFSKRGTPTMGGIMILTAIVISVLLWAYPSNPYVWCVLVVLVGYGVIGFVDDYRKVVRKDTKGLIARWKYFWMSVIALGVAFALYLAGKDTPATQLVVPFFKDVMPQLGLFYILLAYFVIVGTGNAVNLTDGLDGLAIMPTVFVAGGFALVAWATGNMNFASYLHIPYLRHAGELVIVCTAIVGAGLGFLWFNTYPAQVFMGDVGSLALGGALGIIAVLLRQEFLLVIMGGVFVVETLSVILQVGSFKLRGQRIFRMAPIHHHYELKGWPEPRVIVRFWIISLMLVLIGLATLKVR. The pIC50 is 6.2.